This data is from Reaction yield outcomes from USPTO patents with 853,638 reactions. The task is: Predict the reaction yield, written as a fraction of the theoretical maximum amount of product (1.0 means a 100% yield; for example, 0.34 means a 34% yield). The reactants are [C:1]1([C@@H:7]([N:9]([CH:16]2[CH2:25][CH2:24][C:19]3(OCC[O:20]3)[CH2:18][CH2:17]2)[C:10](=[O:15])[C:11]([F:14])([F:13])[F:12])[CH3:8])[CH:6]=[CH:5][CH:4]=[CH:3][CH:2]=1.Cl. The catalyst is O1CCCC1. The product is [C:1]1([C@@H:7]([N:9]([CH:16]2[CH2:25][CH2:24][C:19](=[O:20])[CH2:18][CH2:17]2)[C:10](=[O:15])[C:11]([F:12])([F:14])[F:13])[CH3:8])[CH:6]=[CH:5][CH:4]=[CH:3][CH:2]=1. The yield is 0.410.